From a dataset of Reaction yield outcomes from USPTO patents with 853,638 reactions. Predict the reaction yield, written as a fraction of the theoretical maximum amount of product (1.0 means a 100% yield; for example, 0.34 means a 34% yield). (1) The reactants are Cl[CH2:2][C:3]1([CH2:6][OH:7])[CH2:5][CH2:4]1.[N:8]1([C:14]([O:16][C:17]([CH3:20])([CH3:19])[CH3:18])=[O:15])[CH2:13][CH2:12][NH:11][CH2:10][CH2:9]1.C([O-])([O-])=O.[K+].[K+]. The catalyst is CC(C)=O. The product is [OH:7][CH2:6][C:3]1([CH2:2][N:11]2[CH2:10][CH2:9][N:8]([C:14]([O:16][C:17]([CH3:20])([CH3:19])[CH3:18])=[O:15])[CH2:13][CH2:12]2)[CH2:5][CH2:4]1. The yield is 0.340. (2) The reactants are B(Br)(Br)Br.[Cl:5][C:6]1[CH:11]=[CH:10][C:9]([CH2:12][C:13]#[N:14])=[CH:8][C:7]=1[O:15]C.O. The catalyst is C(Cl)Cl. The product is [Cl:5][C:6]1[CH:11]=[CH:10][C:9]([CH2:12][C:13]#[N:14])=[CH:8][C:7]=1[OH:15]. The yield is 0.850. (3) The reactants are [Br:1][C:2]1[CH:7]=[CH:6][C:5]([OH:8])=[CH:4][CH:3]=1.Br[CH2:10][CH:11]1[CH2:14][CH2:13][CH2:12]1.[OH-].[Na+]. The catalyst is CN(C=O)C. The product is [Br:1][C:2]1[CH:7]=[CH:6][C:5]([O:8][CH2:10][CH:11]2[CH2:14][CH2:13][CH2:12]2)=[CH:4][CH:3]=1. The yield is 0.360.